This data is from Forward reaction prediction with 1.9M reactions from USPTO patents (1976-2016). The task is: Predict the product of the given reaction. (1) Given the reactants [Cl:1][C:2]1[CH:7]=[CH:6][C:5]([CH:8]2[CH2:14][C:13](=[O:15])[O:12][C:10](=[O:11])[CH2:9]2)=[CH:4][C:3]=1F.ClC1C=CC(C=O)=CC=1[F:26].C(OCC)(=O)CC(C)=O, predict the reaction product. The product is: [Cl:1][C:2]1([F:26])[CH:7]=[CH:6][C:5]([CH:8]2[CH2:14][C:13](=[O:15])[O:12][C:10](=[O:11])[CH2:9]2)=[CH:4][CH2:3]1. (2) Given the reactants CS(O[CH2:6][C@@H:7]1[CH2:11][CH2:10][CH2:9][C@H:8]1[CH2:12][N:13]=[N+:14]=[N-:15])(=O)=O.[C:16]1(=[O:26])[NH:20][C:19](=[O:21])[C:18]2=[CH:22][CH:23]=[CH:24][CH:25]=[C:17]12.[K], predict the reaction product. The product is: [N:13]([CH2:12][C@H:8]1[CH2:9][CH2:10][CH2:11][C@@H:7]1[CH2:6][N:20]1[C:16](=[O:26])[C:17]2[C:18](=[CH:22][CH:23]=[CH:24][CH:25]=2)[C:19]1=[O:21])=[N+:14]=[N-:15]. (3) The product is: [CH2:32]([N:39]1[CH2:44][CH2:43][N:42]([C:1]([O:2][CH2:3][CH2:4][N:5]2[CH2:6][CH2:7][N:8]([CH3:11])[CH2:9][CH2:10]2)=[O:22])[CH2:41][CH2:40]1)[C:33]1[CH:34]=[CH:35][CH:36]=[CH:37][CH:38]=1. Given the reactants [C:1](=[O:22])(OC1C=CC([N+]([O-])=O)=CC=1)[O:2][CH2:3][CH2:4][N:5]1[CH2:10][CH2:9][N:8]([CH3:11])[CH2:7][CH2:6]1.CCN(C(C)C)C(C)C.[CH2:32]([N:39]1[CH2:44][CH2:43][NH:42][CH2:41][CH2:40]1)[C:33]1[CH:38]=[CH:37][CH:36]=[CH:35][CH:34]=1, predict the reaction product. (4) Given the reactants [OH:1][C:2]1[CH:10]=[N:9][CH:8]=[CH:7][C:3]=1[C:4]([OH:6])=[O:5].CO.OS(O)(=O)=O.Cl[CH2:19]CCl, predict the reaction product. The product is: [CH3:19][O:5][C:4](=[O:6])[C:3]1[CH:7]=[CH:8][N:9]=[CH:10][C:2]=1[OH:1]. (5) Given the reactants Cl[C:2]1[CH:7]=[C:6]([N:8]([CH:16]2[CH2:18][CH2:17]2)C(=O)OC(C)(C)C)[N:5]2[N:19]=[CH:20][C:21](/[CH:22]=[C:23]3/[C:24](=[O:29])[NH:25][C:26](=[O:28])[CH2:27]/3)=[C:4]2[N:3]=1.[NH:30]1[CH:34]=[CH:33][N:32]=[CH:31]1, predict the reaction product. The product is: [CH:16]1([NH:8][C:6]2[N:5]3[N:19]=[CH:20][C:21](/[CH:22]=[C:23]4/[C:24](=[O:29])[NH:25][C:26](=[O:28])[CH2:27]/4)=[C:4]3[N:3]=[C:2]([N:30]3[CH:34]=[CH:33][N:32]=[CH:31]3)[CH:7]=2)[CH2:17][CH2:18]1. (6) Given the reactants [Br:1][C:2]1[CH:8]=[CH:7][C:5]([NH2:6])=[CH:4][C:3]=1[F:9].[CH3:10][S:11](Cl)(=[O:13])=[O:12], predict the reaction product. The product is: [Br:1][C:2]1[CH:8]=[CH:7][C:5]([NH:6][S:11]([CH3:10])(=[O:13])=[O:12])=[CH:4][C:3]=1[F:9]. (7) Given the reactants [CH:1]([C:4]1[NH:8][N:7]=[C:6]([C:9]([NH2:11])=[O:10])[C:5]=1[N+:12]([O-])=O)([CH3:3])[CH3:2], predict the reaction product. The product is: [NH2:12][C:5]1[C:6]([C:9]([NH2:11])=[O:10])=[N:7][NH:8][C:4]=1[CH:1]([CH3:3])[CH3:2]. (8) Given the reactants [F:1][C:2]([F:22])([F:21])[C:3]1[CH:20]=[CH:19][C:6]([CH2:7][O:8][N:9]=[C:10]([C:12]2[CH:17]=[CH:16][C:15]([OH:18])=[CH:14][CH:13]=2)[CH3:11])=[CH:5][CH:4]=1.[O:23]1[CH2:25][CH:24]1[C:26]([O:28][CH3:29])=[O:27].CN(C1C=CC=CN=1)C, predict the reaction product. The product is: [OH:23][CH:24]([CH2:25][O:18][C:15]1[CH:16]=[CH:17][C:12]([C:10](=[N:9][O:8][CH2:7][C:6]2[CH:19]=[CH:20][C:3]([C:2]([F:21])([F:22])[F:1])=[CH:4][CH:5]=2)[CH3:11])=[CH:13][CH:14]=1)[C:26]([O:28][CH3:29])=[O:27]. (9) Given the reactants C(OC([NH:8][CH2:9][CH2:10][CH2:11][C@@H:12]([CH2:28][C:29]1[N:30]=[CH:31][N:32]2[C:41]3[C:36](=[CH:37][CH:38]=[CH:39][CH:40]=3)[CH2:35][CH2:34][C:33]=12)[C:13]([O:15][CH:16]([O:18][C:19]([O:21][CH:22]1[CH2:27][CH2:26][CH2:25][CH2:24][CH2:23]1)=[O:20])[CH3:17])=[O:14])=O)(C)(C)C.[ClH:42], predict the reaction product. The product is: [ClH:42].[ClH:42].[NH2:8][CH2:9][CH2:10][CH2:11][C@@H:12]([CH2:28][C:29]1[N:30]=[CH:31][N:32]2[C:41]3[C:36](=[CH:37][CH:38]=[CH:39][CH:40]=3)[CH2:35][CH2:34][C:33]=12)[C:13]([O:15][CH:16]([O:18][C:19]([O:21][CH:22]1[CH2:23][CH2:24][CH2:25][CH2:26][CH2:27]1)=[O:20])[CH3:17])=[O:14].